From a dataset of Reaction yield outcomes from USPTO patents with 853,638 reactions. Predict the reaction yield, written as a fraction of the theoretical maximum amount of product (1.0 means a 100% yield; for example, 0.34 means a 34% yield). The reactants are [NH2:1][C:2]1[C:11]2[C:6](=[C:7](Br)[CH:8]=[CH:9][CH:10]=2)[N:5]=[N:4][C:3]=1[C:13]([NH:15][CH2:16][CH2:17][CH3:18])=[O:14].[F:19][C:20]1[CH:25]=[CH:24][C:23]([C:26]([F:29])([F:28])[F:27])=[CH:22][C:21]=1B(O)O. No catalyst specified. The product is [NH2:1][C:2]1[C:11]2[C:6](=[C:7]([C:21]3[CH:22]=[C:23]([C:26]([F:28])([F:29])[F:27])[CH:24]=[CH:25][C:20]=3[F:19])[CH:8]=[CH:9][CH:10]=2)[N:5]=[N:4][C:3]=1[C:13]([NH:15][CH2:16][CH2:17][CH3:18])=[O:14]. The yield is 0.780.